This data is from NCI-60 drug combinations with 297,098 pairs across 59 cell lines. The task is: Regression. Given two drug SMILES strings and cell line genomic features, predict the synergy score measuring deviation from expected non-interaction effect. (1) Drug 1: CC(C1=C(C=CC(=C1Cl)F)Cl)OC2=C(N=CC(=C2)C3=CN(N=C3)C4CCNCC4)N. Drug 2: CC1=C2C(C(=O)C3(C(CC4C(C3C(C(C2(C)C)(CC1OC(=O)C(C(C5=CC=CC=C5)NC(=O)OC(C)(C)C)O)O)OC(=O)C6=CC=CC=C6)(CO4)OC(=O)C)O)C)O. Cell line: EKVX. Synergy scores: CSS=30.9, Synergy_ZIP=-4.84, Synergy_Bliss=-1.90, Synergy_Loewe=-14.0, Synergy_HSA=-0.816. (2) Drug 1: CC1=C(C(CCC1)(C)C)C=CC(=CC=CC(=CC(=O)O)C)C. Drug 2: CC1=C(C=C(C=C1)C(=O)NC2=CC(=CC(=C2)C(F)(F)F)N3C=C(N=C3)C)NC4=NC=CC(=N4)C5=CN=CC=C5. Cell line: SK-MEL-28. Synergy scores: CSS=-0.170, Synergy_ZIP=-0.178, Synergy_Bliss=-1.04, Synergy_Loewe=-2.91, Synergy_HSA=-2.82. (3) Drug 1: C#CCC(CC1=CN=C2C(=N1)C(=NC(=N2)N)N)C3=CC=C(C=C3)C(=O)NC(CCC(=O)O)C(=O)O. Drug 2: B(C(CC(C)C)NC(=O)C(CC1=CC=CC=C1)NC(=O)C2=NC=CN=C2)(O)O. Cell line: SK-MEL-5. Synergy scores: CSS=14.2, Synergy_ZIP=1.37, Synergy_Bliss=-1.29, Synergy_Loewe=-2.95, Synergy_HSA=-3.94. (4) Drug 2: CCCCCOC(=O)NC1=NC(=O)N(C=C1F)C2C(C(C(O2)C)O)O. Drug 1: C1=CC(=CC=C1CC(C(=O)O)N)N(CCCl)CCCl.Cl. Cell line: LOX IMVI. Synergy scores: CSS=9.48, Synergy_ZIP=-7.79, Synergy_Bliss=-4.57, Synergy_Loewe=-3.30, Synergy_HSA=-3.16.